Predict the reactants needed to synthesize the given product. From a dataset of Full USPTO retrosynthesis dataset with 1.9M reactions from patents (1976-2016). Given the product [NH3:2].[O:52]1[CH2:53][CH2:54][N:49]([C:46]2[CH:47]=[CH:48][C:43]([NH:42][C:36]3[C:37]4[N:38]([N:39]=[CH:40][N:41]=4)[C:33]([C:63]4[CH:64]=[C:65]5[C:69](=[CH:70][CH:71]=4)[C:68](=[O:72])[NH:67][CH2:66]5)=[CH:34][N:35]=3)=[CH:44][CH:45]=2)[CH2:50][CH2:51]1, predict the reactants needed to synthesize it. The reactants are: C[N:2]1CCN(C2C=CC(NC3C4N(N=CN=4)C(C4C=C(C(N)=O)SC=4)=CN=3)=CC=2)CC1.Br[C:33]1[N:38]2[N:39]=[CH:40][N:41]=[C:37]2[C:36]([NH:42][C:43]2[CH:48]=[CH:47][C:46]([N:49]3[CH2:54][CH2:53][O:52][CH2:51][CH2:50]3)=[CH:45][CH:44]=2)=[N:35][CH:34]=1.CC1(C)C(C)(C)OB([C:63]2[CH:64]=[C:65]3[C:69](=[CH:70][CH:71]=2)[C:68](=[O:72])[NH:67][CH2:66]3)O1.